The task is: Predict the reactants needed to synthesize the given product.. This data is from Full USPTO retrosynthesis dataset with 1.9M reactions from patents (1976-2016). (1) Given the product [C:22]([C:26]1[CH:30]=[C:29]([NH:31][C:32]([NH:1][C:2]2[CH:20]=[CH:19][C:5]([O:6][C:7]3[C:12]4[NH:13][C:14](=[O:18])[C:15](=[O:17])[NH:16][C:11]=4[N:10]=[CH:9][CH:8]=3)=[CH:4][C:3]=2[F:21])=[O:33])[N:28]([C:34]2[CH:39]=[CH:38][C:37]([CH3:40])=[CH:36][CH:35]=2)[N:27]=1)([CH3:25])([CH3:24])[CH3:23], predict the reactants needed to synthesize it. The reactants are: [NH2:1][C:2]1[CH:20]=[CH:19][C:5]([O:6][C:7]2[C:12]3[NH:13][C:14](=[O:18])[C:15](=[O:17])[NH:16][C:11]=3[N:10]=[CH:9][CH:8]=2)=[CH:4][C:3]=1[F:21].[C:22]([C:26]1[CH:30]=[C:29]([N:31]=[C:32]=[O:33])[N:28]([C:34]2[CH:39]=[CH:38][C:37]([CH3:40])=[CH:36][CH:35]=2)[N:27]=1)([CH3:25])([CH3:24])[CH3:23]. (2) The reactants are: C(O[C:4]([C:6]1[O:7][C:8]2[CH:14]=[CH:13][C:12]([Br:15])=[CH:11][C:9]=2[CH:10]=1)=[O:5])C.[CH2:16]([Mg]Br)[CH3:17].[CH2:20]1COC[CH2:21]1. Given the product [Br:15][C:12]1[CH:13]=[CH:14][C:8]2[O:7][C:6]([C:4]([OH:5])([CH2:16][CH3:17])[CH2:20][CH3:21])=[CH:10][C:9]=2[CH:11]=1, predict the reactants needed to synthesize it. (3) The reactants are: Br[CH2:2][C:3]1[CH:10]=[CH:9][C:6]([C:7]#[N:8])=[CH:5][CH:4]=1.BrCC1CCCCO1.[NH:19]1[C:27]2[C:22](=[CH:23][CH:24]=[CH:25][CH:26]=2)[C:21]2([C:39]3[C:30](=[CH:31][C:32]4[O:37][CH2:36][CH2:35][O:34][C:33]=4[CH:38]=3)[O:29][CH2:28]2)[C:20]1=[O:40]. Given the product [O:40]=[C:20]1[C:21]2([C:39]3[C:30](=[CH:31][C:32]4[O:37][CH2:36][CH2:35][O:34][C:33]=4[CH:38]=3)[O:29][CH2:28]2)[C:22]2[C:27](=[CH:26][CH:25]=[CH:24][CH:23]=2)[N:19]1[CH2:2][C:3]1[CH:10]=[CH:9][C:6]([C:7]#[N:8])=[CH:5][CH:4]=1, predict the reactants needed to synthesize it.